From a dataset of Experimentally validated miRNA-target interactions with 360,000+ pairs, plus equal number of negative samples. Binary Classification. Given a miRNA mature sequence and a target amino acid sequence, predict their likelihood of interaction. (1) The protein sequence of the target gene is MASSAREHLLFVRRRNPQMRYTLSPENLQSLAAQNSMPENMALQRANSDTDLVTSESRSSLTASMYEYTLGQAQNLIIFWDIKEEVDPSDWIGLYHIDENSPANFWDSKNRGVTGTQKGQIVWRIEPGPYFMEPEIKICFKYYHGISGALRATTPCITVKNPAVMMGAEGMEGGASGSLHSRKLVSFTLSDLRAVGLKKGMFFNPDPYLKMSIQPGKKSSFPTCAHHGQERRSTIISNTTNPIWHREKYSFFALLTDVLEIEIKDKFAKSRPIIKRFLGKLTIPVQRLLERQAGDQMLSY.... Result: 0 (no interaction). The miRNA is mmu-miR-882 with sequence AGGAGAGAGUUAGCGCAUUAGU. (2) The miRNA is hsa-miR-1539 with sequence UCCUGCGCGUCCCAGAUGCCC. The protein sequence of the target gene is MAADDKVAILTDDEEEQKRKYVLADPFNGICREPEPPSNETPSSTETSAIPEEEIDWIEKHCVKVNNDLLISKVFYFFFYSAYGSLYPLLPVYYKQLGMSPSQSGLLVGIRYFIEFCSAPFWGVVADRFRKGKIVLLFSLLCWVLFNLGIGFVKPATLRCLPKIPPTAHPTNVSHPVTVLPMNSSTVAFFSTPPKLLQKRDVQLSETEPNISDIDLVSTALTLTSEPTRRPQTEAITHPVTGLILNTSTVTLPPTGNVTRETTIAVVTTTKSLPSDQVTLVYDQQEVEAIFLIILVVVII.... Result: 0 (no interaction). (3) The miRNA is hsa-miR-1207-3p with sequence UCAGCUGGCCCUCAUUUC. The protein sequence of the target gene is MRLLSSRAARVSGPSGSLCALLALLLLTPPGPLASAGPVAAVVRELRCVCLTTTPGIHPKTVSDLQVIAAGPQCSKVEVIATLKNGREVCLDPEAPLIKKIVQKILDSGKNN. Result: 0 (no interaction). (4) The miRNA is mmu-miR-466p-5p with sequence UAUGUGUGUGUACAUGUACAU. The protein sequence of the target gene is MESISMMGSPKSLETFLPNGINGIKDARQVTVGVIGSGDFAKSLTIRLIRCGYHVVIGSRNPKFASEFFPHVVDVTHHEDALTKTNIIFVAIHREHYTSLWDLRHLLVGKILIDVSNNMRVNQYPESNAEYLASLFPDSLIVKGFNVISAWALQLGPKDASRQVYICSNNIQARQQVIELARQLNFIPVDLGSLSSAKEIENLPLRLFTLWRGPVVVAISLATFFFLYSFVRDVIHPYARNQQSDFYKIPIEIVNKTLPIVAITLLSLVYLAGLLAAAYQLYYGTKYRRFPPWLDTWLQC.... Result: 1 (interaction). (5) The miRNA is mmu-miR-878-5p with sequence UAUCUAGUUGGAUGUCAAGACA. The protein sequence of the target gene is MAAEVLPSARWQYCGAPDGSQRAVLVQFSNGKLQSPGNMRFTLYENKDSTNPRKRNQRILAAETDRLSYVGNNFGTGALKCNTLCRHFVGILNKTSGQMEVYDAELFNMQPLFSDVSVESELALESQTKTYREKMDSCIEAFGTTKQKRALNTRRMNRVGNESLNRAVAKAAETIIDTKGVTALVSDAIHNDLQDDSLYLPPCYDDAAKPEDVYKFEDLLSPAEYEALQSPSEAFRNVTSEEILKMIEENSHCTFVIEALKSLPSDVESRDRQARCIWFLDTLIKFRAHRVVKRKSALGP.... Result: 0 (no interaction). (6) The miRNA is hsa-miR-3130-5p with sequence UACCCAGUCUCCGGUGCAGCC. The protein sequence of the target gene is MEPNSLRTKVPAFLSDLGKATLRGIRKCPRCGTYNGTRGLSCKNKTCGTIFRYGARKQPSVEAVKIITGSDLQVYSVRQRDRGPDYRCFVELGVSETTIQTVDGTIITQLSSGRCYVPSCLKAATQGVVENQCQHIKLAVNCQAEATPLTLKSSVLNAMQASPETKQTIWQLATEPTGPLVQRITKNILVVKCKASQKHSLGYLHTSFVQKVSGKSLPERRFFCSCQTLKSHKSNASKDETAQRCIHFFACICAFASDETLAQEFSDFLNFDSSGLKEIIVPQLGCHSESTVSACESTAS.... Result: 0 (no interaction). (7) The miRNA is hsa-miR-1200 with sequence CUCCUGAGCCAUUCUGAGCCUC. The protein sequence of the target gene is MLLLLLLLPLLWGTKGMEGDRQYGDGYLLQVQELVTVQEGLCVHVPCSFSYPQDGWTDSDPVHGYWFRAGDRPYQDAPVATNNPDREVQAETQGRFQLLGDIWSNDCSLSIRDARKRDKGSYFFRLERGSMKWSYKSQLNYKTKQLSVFVTALTHRPDILILGTLESGHSRNLTCSVPWACKQGTPPMISWIGASVSSPGPTTARSSVLTLTPKPQDHGTSLTCQVTLPGTGVTTTSTVRLDVSYPPWNLTMTVFQGDATASTALGNGSSLSVLEGQSLRLVCAVNSNPPARLSWTRGSL.... Result: 1 (interaction).